Dataset: Reaction yield outcomes from USPTO patents with 853,638 reactions. Task: Predict the reaction yield, written as a fraction of the theoretical maximum amount of product (1.0 means a 100% yield; for example, 0.34 means a 34% yield). (1) The reactants are [F:1][C:2]([F:30])([F:29])[CH:3]1[CH2:8][CH2:7][CH:6]([O:9][C:10]2[CH:11]=[C:12]3[C:17](=[CH:18][CH:19]=2)[CH:16]=[C:15]([CH2:20][N:21]2[CH2:24][CH:23]([C:25]([O:27]C)=[O:26])[CH2:22]2)[CH:14]=[CH:13]3)[CH2:5][CH2:4]1.[OH-].[Na+].Cl. The catalyst is CCO. The product is [F:30][C:2]([F:1])([F:29])[CH:3]1[CH2:4][CH2:5][CH:6]([O:9][C:10]2[CH:11]=[C:12]3[C:17](=[CH:18][CH:19]=2)[CH:16]=[C:15]([CH2:20][N:21]2[CH2:22][CH:23]([C:25]([OH:27])=[O:26])[CH2:24]2)[CH:14]=[CH:13]3)[CH2:7][CH2:8]1. The yield is 0.520. (2) The reactants are [OH:1][CH2:2][CH2:3][C:4]1[CH:9]=[CH:8][N:7]=[CH:6][CH:5]=1.C(N(CC)CC)C.[Si:17](Cl)([C:20]([CH3:23])([CH3:22])[CH3:21])([CH3:19])[CH3:18]. The catalyst is C(Cl)Cl. The product is [Si:17]([O:1][CH2:2][CH2:3][C:4]1[CH:9]=[CH:8][N:7]=[CH:6][CH:5]=1)([C:20]([CH3:23])([CH3:22])[CH3:21])([CH3:19])[CH3:18]. The yield is 0.970. (3) The reactants are [I:1][C:2]1[C:3]([C:8]([O:10][CH2:11][CH3:12])=[O:9])=[N:4][NH:5][C:6]=1[CH3:7].[O:13]1[CH:18]=[CH:17][CH2:16][CH2:15][CH2:14]1.C1(C)C=CC(S(O)(=O)=O)=CC=1. The catalyst is O1CCCC1. The product is [I:1][C:2]1[C:3]([C:8]([O:10][CH2:11][CH3:12])=[O:9])=[N:4][N:5]([CH:14]2[CH2:15][CH2:16][CH2:17][CH2:18][O:13]2)[C:6]=1[CH3:7]. The yield is 0.940. (4) The catalyst is O1CCOCC1.O.C1C=CC([P]([Pd]([P](C2C=CC=CC=2)(C2C=CC=CC=2)C2C=CC=CC=2)([P](C2C=CC=CC=2)(C2C=CC=CC=2)C2C=CC=CC=2)[P](C2C=CC=CC=2)(C2C=CC=CC=2)C2C=CC=CC=2)(C2C=CC=CC=2)C2C=CC=CC=2)=CC=1. The reactants are [NH2:1][C:2]([C:4]1[CH:5]=[C:6](Br)[CH:7]=[C:8]2[C:12]=1[NH:11][N:10]=[C:9]2[CH:13]1[CH2:18][CH2:17][N:16]([C:19]([O:21][C:22]([CH3:25])([CH3:24])[CH3:23])=[O:20])[CH2:15][CH2:14]1)=[O:3].[N:27]1[CH:32]=[CH:31][CH:30]=[C:29](B(O)O)[CH:28]=1.C(=O)([O-])[O-].[K+].[K+]. The product is [NH2:1][C:2]([C:4]1[CH:5]=[C:6]([C:29]2[CH:28]=[N:27][CH:32]=[CH:31][CH:30]=2)[CH:7]=[C:8]2[C:12]=1[NH:11][N:10]=[C:9]2[CH:13]1[CH2:18][CH2:17][N:16]([C:19]([O:21][C:22]([CH3:25])([CH3:24])[CH3:23])=[O:20])[CH2:15][CH2:14]1)=[O:3]. The yield is 0.380. (5) The reactants are [CH2:1]([C:3]([C:7]1[C:15]2[NH:14][C:13](=[O:16])[NH:12][C:11]=2[CH:10]=[CH:9][CH:8]=1)(O)[CH2:4][CH3:5])[CH3:2].Cl. The catalyst is [Pd].C(O)(=O)C. The product is [CH2:1]([CH:3]([C:7]1[C:15]2[NH:14][C:13](=[O:16])[NH:12][C:11]=2[CH:10]=[CH:9][CH:8]=1)[CH2:4][CH3:5])[CH3:2]. The yield is 0.810. (6) The yield is 0.360. The reactants are [Cl:1][C:2]1[CH:7]=[CH:6][C:5]([CH2:8][C:9]([OH:11])=[O:10])=[CH:4][CH:3]=1. The product is [Cl:1][C:2]1[CH:3]=[CH:4][C:5]([CH2:8][C:9]([O:11][C:5]([CH3:8])([CH3:6])[CH3:4])=[O:10])=[CH:6][CH:7]=1. The catalyst is C1(C)C=CC=CC=1. (7) The reactants are [C:1]1([C:7]2[C:15]3[C:10](=[CH:11][CH:12]=[CH:13][CH:14]=3)[N:9]([S:16]([C:19]3[CH:24]=[CH:23][C:22]([CH3:25])=[CH:21][CH:20]=3)(=[O:18])=[O:17])[C:8]=2[CH2:26]O)[CH:6]=[CH:5][CH:4]=[CH:3][CH:2]=1.C1(P(C2C=CC=CC=2)C2C=CC=CC=2)C=CC=CC=1.C1C(=O)N([Br:54])C(=O)C1. The catalyst is C(Cl)Cl. The product is [Br:54][CH2:26][C:8]1[N:9]([S:16]([C:19]2[CH:20]=[CH:21][C:22]([CH3:25])=[CH:23][CH:24]=2)(=[O:17])=[O:18])[C:10]2[C:15]([C:7]=1[C:1]1[CH:2]=[CH:3][CH:4]=[CH:5][CH:6]=1)=[CH:14][CH:13]=[CH:12][CH:11]=2. The yield is 0.290. (8) The reactants are [NH2:1][C:2]1[C:11]([C:12]2[CH:17]=[CH:16][C:15]([O:18][CH3:19])=[CH:14][CH:13]=2)=[N:10][C:9]([C:20]2[CH:25]=[CH:24][C:23]([O:26][CH3:27])=[CH:22][CH:21]=2)=[CH:8][C:3]=1[C:4]([O:6][CH3:7])=[O:5].Cl.N([O-])=O.[Na+].[N-:33]=[N+:34]=[N-].[Na+]. The catalyst is C(O)C. The product is [N:1]([C:2]1[C:11]([C:12]2[CH:13]=[CH:14][C:15]([O:18][CH3:19])=[CH:16][CH:17]=2)=[N:10][C:9]([C:20]2[CH:25]=[CH:24][C:23]([O:26][CH3:27])=[CH:22][CH:21]=2)=[CH:8][C:3]=1[C:4]([O:6][CH3:7])=[O:5])=[N+:33]=[N-:34]. The yield is 0.420.